This data is from Full USPTO retrosynthesis dataset with 1.9M reactions from patents (1976-2016). The task is: Predict the reactants needed to synthesize the given product. (1) Given the product [F:19][C:2]([F:1])([F:20])[C:3]1[CH:4]=[C:5]([C:9]2[S:13][C:12]([CH2:14][OH:15])=[CH:11][CH:10]=2)[CH:6]=[CH:7][CH:8]=1, predict the reactants needed to synthesize it. The reactants are: [F:1][C:2]([F:20])([F:19])[C:3]1[CH:4]=[C:5]([C:9]2[S:13][C:12]([C:14](OCC)=[O:15])=[CH:11][CH:10]=2)[CH:6]=[CH:7][CH:8]=1.[BH4-].[Na+].[Cl-].[Ca+2].[Cl-].O. (2) Given the product [CH3:19][C:20]1[CH:28]=[CH:27][CH:26]=[CH:25][C:21]=1[C:22]([NH:1][C:2]1[CH:3]=[CH:4][C:5]([O:8][C:9](=[O:18])[N:10]([CH3:17])[C:11]2[CH:16]=[CH:15][CH:14]=[CH:13][CH:12]=2)=[N:6][CH:7]=1)=[O:23], predict the reactants needed to synthesize it. The reactants are: [NH2:1][C:2]1[CH:3]=[CH:4][C:5]([O:8][C:9](=[O:18])[N:10]([CH3:17])[C:11]2[CH:16]=[CH:15][CH:14]=[CH:13][CH:12]=2)=[N:6][CH:7]=1.[CH3:19][C:20]1[CH:28]=[CH:27][CH:26]=[CH:25][C:21]=1[C:22](Cl)=[O:23].C(N(CC)CC)C.ClCCl. (3) Given the product [CH:1]1([N:6]2[CH2:12][C:11]([F:14])([F:13])[C:10](=[O:15])[N:9]([CH3:16])[C:8]3[CH:17]=[N:18][C:19]([NH:21][C:22]4[CH:30]=[CH:29][C:25]([C:26]([NH2:43])=[O:28])=[CH:24][C:23]=4[C:31]([F:34])([F:33])[F:32])=[N:20][C:7]2=3)[CH2:2][CH2:3][CH2:4][CH2:5]1, predict the reactants needed to synthesize it. The reactants are: [CH:1]1([N:6]2[CH2:12][C:11]([F:14])([F:13])[C:10](=[O:15])[N:9]([CH3:16])[C:8]3[CH:17]=[N:18][C:19]([NH:21][C:22]4[CH:30]=[CH:29][C:25]([C:26]([OH:28])=O)=[CH:24][C:23]=4[C:31]([F:34])([F:33])[F:32])=[N:20][C:7]2=3)[CH2:5][CH2:4][CH2:3][CH2:2]1.F[P-](F)(F)(F)(F)F.C[N:43](C(N(C)C)=[N+]1C2C(=NC=CC=2)[N+]([O-])=N1)C.C(N(C(C)C)CC)(C)C.[Cl-].[NH4+]. (4) Given the product [F:13][C:4]1[CH:3]=[C:2]([NH:1][S:19]([C:15]2[O:14][CH:18]=[CH:17][CH:16]=2)(=[O:21])=[O:20])[C:11]([F:12])=[CH:10][C:5]=1[C:6]([O:8][CH3:9])=[O:7], predict the reactants needed to synthesize it. The reactants are: [NH2:1][C:2]1[C:11]([F:12])=[CH:10][C:5]([C:6]([O:8][CH3:9])=[O:7])=[C:4]([F:13])[CH:3]=1.[O:14]1[CH:18]=[CH:17][CH:16]=[C:15]1[S:19](Cl)(=[O:21])=[O:20].N1C=CC=CC=1. (5) Given the product [F:20][C:11]1[C:10](=[S:21])[NH:9][C:8]([CH2:7][C:6]([O-:22])=[O:5])=[N:13][C:12]=1[N:14]1[CH2:15][CH2:16][O:17][CH2:18][CH2:19]1.[Na+:2], predict the reactants needed to synthesize it. The reactants are: [OH-].[Na+:2].C([O:5][C:6](=[O:22])[CH2:7][C:8]1[NH:9][C:10](=[S:21])[C:11]([F:20])=[C:12]([N:14]2[CH2:19][CH2:18][O:17][CH2:16][CH2:15]2)[N:13]=1)C. (6) Given the product [CH:1]1([S:6][CH:7]([C:11]2[CH:16]=[CH:15][C:14]([F:17])=[CH:13][CH:12]=2)[C:8]([NH:18][C:19]2[CH:24]=[CH:23][CH:22]=[CH:21][N:20]=2)=[O:10])[CH2:2][CH2:3][CH2:4][CH2:5]1, predict the reactants needed to synthesize it. The reactants are: [CH:1]1([S:6][CH:7]([C:11]2[CH:16]=[CH:15][C:14]([F:17])=[CH:13][CH:12]=2)[C:8]([OH:10])=O)[CH2:5][CH2:4][CH2:3][CH2:2]1.[NH2:18][C:19]1[CH:24]=[CH:23][CH:22]=[CH:21][N:20]=1.